Regression/Classification. Given a drug SMILES string, predict its absorption, distribution, metabolism, or excretion properties. Task type varies by dataset: regression for continuous measurements (e.g., permeability, clearance, half-life) or binary classification for categorical outcomes (e.g., BBB penetration, CYP inhibition). Dataset: pampa_ncats. From a dataset of PAMPA (Parallel Artificial Membrane Permeability Assay) permeability data from NCATS. (1) The molecule is CCOC(=O)C1=CC=C(C=C1)N2C(=CC(=C2C)C3=NN=C4N3CCCCC4)C. The result is 1 (high permeability). (2) The result is 0 (low-to-moderate permeability). The compound is COC1=C(C=C2C(=C1)CCN=C2C[C@H]3CN(CC[C@H]3CC(=O)O)S(=O)(=O)C4=CC=CC(=C4)C#N)OC.